Dataset: Full USPTO retrosynthesis dataset with 1.9M reactions from patents (1976-2016). Task: Predict the reactants needed to synthesize the given product. (1) Given the product [Cl:27][C:28]1[C:29]([F:54])=[C:30]([NH:34][C:35]2[C:44]3[C:39](=[CH:40][C:41]([O:47][CH:48]4[CH2:53][CH2:52][N:51]([C:69]([C:68]5[O:64][N:65]=[CH:66][CH:67]=5)=[O:70])[CH2:50][CH2:49]4)=[C:42]([O:45][CH3:46])[CH:43]=3)[N:38]=[CH:37][N:36]=2)[CH:31]=[CH:32][CH:33]=1, predict the reactants needed to synthesize it. The reactants are: CN(C(ON1N=NC2C=CC=NC1=2)=[N+](C)C)C.F[P-](F)(F)(F)(F)F.Cl.Cl.[Cl:27][C:28]1[C:29]([F:54])=[C:30]([NH:34][C:35]2[C:44]3[C:39](=[CH:40][C:41]([O:47][CH:48]4[CH2:53][CH2:52][NH:51][CH2:50][CH2:49]4)=[C:42]([O:45][CH3:46])[CH:43]=3)[N:38]=[CH:37][N:36]=2)[CH:31]=[CH:32][CH:33]=1.C(N(C(C)C)CC)(C)C.[O:64]1[C:68]([C:69](O)=[O:70])=[CH:67][CH:66]=[N:65]1. (2) Given the product [Cl:16][CH2:15][CH2:14][CH2:13][O:12][C:10]1[C:9]([O:17][CH3:18])=[CH:8][C:3]([C:4]([O:6][CH3:7])=[O:5])=[C:2](/[N:1]=[CH:19]/[N:20]([CH3:22])[CH3:21])[CH:11]=1, predict the reactants needed to synthesize it. The reactants are: [NH2:1][C:2]1[CH:11]=[C:10]([O:12][CH2:13][CH2:14][CH2:15][Cl:16])[C:9]([O:17][CH3:18])=[CH:8][C:3]=1[C:4]([O:6][CH3:7])=[O:5].[CH3:19][N:20]([CH:22](OC)OC)[CH3:21]. (3) The reactants are: Br[C:2]1[S:3][CH:4]=[CH:5][CH:6]=1.[C:7]([Si:9]([CH3:12])([CH3:11])[CH3:10])#[CH:8]. Given the product [CH3:10][Si:9]([CH3:12])([CH3:11])[C:7]#[C:8][C:2]1[S:3][CH:4]=[CH:5][CH:6]=1, predict the reactants needed to synthesize it. (4) Given the product [F:26][C:23]1[CH:24]=[CH:25][C:20]([CH2:19][C:18]([NH:17][C:14]2[CH:13]=[CH:12][C:11]([C:9]3[CH:8]=[CH:7][C:5]4[N:6]=[C:2]([NH:1][C:29]5[CH:34]=[CH:33][C:32]([C:35]([N:37]6[CH2:38][CH2:39][O:40][CH2:41][CH2:42]6)=[O:36])=[CH:31][C:30]=5[O:43][CH3:44])[S:3][C:4]=4[CH:10]=3)=[CH:16][CH:15]=2)=[O:27])=[CH:21][CH:22]=1, predict the reactants needed to synthesize it. The reactants are: [NH2:1][C:2]1[S:3][C:4]2[CH:10]=[C:9]([C:11]3[CH:16]=[CH:15][C:14]([NH:17][C:18](=[O:27])[CH2:19][C:20]4[CH:25]=[CH:24][C:23]([F:26])=[CH:22][CH:21]=4)=[CH:13][CH:12]=3)[CH:8]=[CH:7][C:5]=2[N:6]=1.Br[C:29]1[CH:34]=[CH:33][C:32]([C:35]([N:37]2[CH2:42][CH2:41][O:40][CH2:39][CH2:38]2)=[O:36])=[CH:31][C:30]=1[O:43][CH3:44].CC(C1C=C(C(C)C)C(C2C=CC=CC=2P(C2CCCCC2)C2CCCCC2)=C(C(C)C)C=1)C. (5) Given the product [CH3:42][C:38]1[N:37]=[C:36]([C:32]2[CH:31]=[C:30]([C:28]3[CH2:27][C:26](=[O:43])[NH:19][C:9]4[CH:10]=[C:11]([N:14]5[CH:18]=[CH:17][CH:16]=[CH:15]5)[CH:12]=[CH:13][C:8]=4[N:7]=3)[CH:35]=[CH:34][CH:33]=2)[CH:41]=[CH:40][N:39]=1, predict the reactants needed to synthesize it. The reactants are: C(OC(=O)[NH:7][C:8]1[CH:13]=[CH:12][C:11]([N:14]2[CH:18]=[CH:17][CH:16]=[CH:15]2)=[CH:10][C:9]=1[NH2:19])(C)(C)C.C(O[C:26](=[O:43])[CH2:27][C:28]([C:30]1[CH:35]=[CH:34][CH:33]=[C:32]([C:36]2[CH:41]=[CH:40][N:39]=[C:38]([CH3:42])[N:37]=2)[CH:31]=1)=O)(C)(C)C. (6) Given the product [Cl:1][C:2]1[CH:10]=[C:9]([C:11]2[CH:16]=[CH:15][CH:14]=[CH:13][C:12]=2[CH3:17])[C:5]([C:6]([NH2:23])=[O:7])=[CH:4][N:3]=1, predict the reactants needed to synthesize it. The reactants are: [Cl:1][C:2]1[CH:10]=[C:9]([C:11]2[CH:16]=[CH:15][CH:14]=[CH:13][C:12]=2[CH3:17])[C:5]([C:6](O)=[O:7])=[CH:4][N:3]=1.S(Cl)(Cl)=O.[OH-].[NH4+:23].O. (7) Given the product [F:22][C:19]1[CH:18]=[CH:17][C:16]([CH2:15][N:6]2[CH2:5][CH2:4][C:3]3[C:2]([NH:1][S:24]([CH3:23])(=[O:26])=[O:25])=[N:11][CH:10]=[C:9]([O:12][CH3:13])[C:8]=3[C:7]2=[O:14])=[CH:21][CH:20]=1, predict the reactants needed to synthesize it. The reactants are: [NH2:1][C:2]1[N:11]=[CH:10][C:9]([O:12][CH3:13])=[C:8]2[C:3]=1[CH2:4][CH2:5][N:6]([CH2:15][C:16]1[CH:21]=[CH:20][C:19]([F:22])=[CH:18][CH:17]=1)[C:7]2=[O:14].[CH3:23][S:24](Cl)(=[O:26])=[O:25].